From a dataset of Peptide-MHC class II binding affinity with 134,281 pairs from IEDB. Regression. Given a peptide amino acid sequence and an MHC pseudo amino acid sequence, predict their binding affinity value. This is MHC class II binding data. (1) The peptide sequence is NNYGSTIEGLLD. The MHC is HLA-DPA10201-DPB10101 with pseudo-sequence HLA-DPA10201-DPB10101. The binding affinity (normalized) is 0.249. (2) The peptide sequence is EAIIRILQQLLFIHF. The MHC is DRB1_1501 with pseudo-sequence DRB1_1501. The binding affinity (normalized) is 0.428. (3) The peptide sequence is RGVLLLSTRDLA. The MHC is DRB1_0401 with pseudo-sequence DRB1_0401. The binding affinity (normalized) is 0.834.